Predict the reactants needed to synthesize the given product. From a dataset of Full USPTO retrosynthesis dataset with 1.9M reactions from patents (1976-2016). (1) The reactants are: FC(F)(F)S(O[C:7]1[C:8]2[S:23](=[O:25])(=[O:24])[CH2:22][CH2:21][CH2:20][C:9]=2[N:10]=[C:11]([C:13]2[CH:18]=[CH:17][CH:16]=[C:15]([Cl:19])[CH:14]=2)[N:12]=1)(=O)=O.[NH2:28][C:29]1[CH:34]=[CH:33][C:32]([CH2:35][C:36]([NH2:38])=[O:37])=[CH:31][CH:30]=1. Given the product [Cl:19][C:15]1[CH:14]=[C:13]([C:11]2[N:12]=[C:7]([NH:28][C:29]3[CH:30]=[CH:31][C:32]([CH2:35][C:36]([NH2:38])=[O:37])=[CH:33][CH:34]=3)[C:8]3[S:23](=[O:25])(=[O:24])[CH2:22][CH2:21][CH2:20][C:9]=3[N:10]=2)[CH:18]=[CH:17][CH:16]=1, predict the reactants needed to synthesize it. (2) Given the product [Cl:8][C:4]1[CH:5]=[CH:6][CH:7]=[C:2]([Cl:1])[C:3]=1[C:9]1[C:13]([CH2:14][O:15][C:16]2[CH:17]=[CH:18][C:19]([C:22]3[CH:23]=[C:24]4[C:29](=[CH:30][CH:31]=3)[C:28]([C:32]#[N:34])=[CH:27][CH:26]=[CH:25]4)=[CH:20][CH:21]=2)=[C:12]([CH:35]([CH3:37])[CH3:36])[O:11][N:10]=1, predict the reactants needed to synthesize it. The reactants are: [Cl:1][C:2]1[CH:7]=[CH:6][CH:5]=[C:4]([Cl:8])[C:3]=1[C:9]1[C:13]([CH2:14][O:15][C:16]2[CH:21]=[CH:20][C:19]([C:22]3[CH:23]=[C:24]4[C:29](=[CH:30][CH:31]=3)[C:28]([C:32]([NH2:34])=O)=[CH:27][CH:26]=[CH:25]4)=[CH:18][CH:17]=2)=[C:12]([CH:35]([CH3:37])[CH3:36])[O:11][N:10]=1.C(N(CC)CC)C.P(Cl)(Cl)(Cl)=O.C(=O)([O-])O.[NH4+]. (3) Given the product [Cl:1][C:2]1[CH:7]=[CH:6][C:5]([Cl:8])=[CH:4][C:3]=1[C:9]1[C:10]2[C:35](=[O:36])[CH2:34][CH2:33][C:11]=2[N:12]([CH2:16][C:17]([NH:19][C:20]2[CH:32]=[CH:31][C:23]([C:24]([OH:26])=[O:25])=[CH:22][CH:21]=2)=[O:18])[C:13](=[O:15])[CH:14]=1, predict the reactants needed to synthesize it. The reactants are: [Cl:1][C:2]1[CH:7]=[CH:6][C:5]([Cl:8])=[CH:4][C:3]=1[C:9]1[C:10]2[C:35](=[O:36])[CH2:34][CH2:33][C:11]=2[N:12]([CH2:16][C:17]([NH:19][C:20]2[CH:32]=[CH:31][C:23]([C:24]([O:26]C(C)(C)C)=[O:25])=[CH:22][CH:21]=2)=[O:18])[C:13](=[O:15])[CH:14]=1.C(O)(C(F)(F)F)=O. (4) Given the product [N:1]1([CH2:8][CH2:9][CH2:10][O:11][C:12]2[CH:13]=[CH:14][C:15]([CH2:18][CH2:19][CH2:20][CH2:21][CH2:22][OH:23])=[CH:16][CH:17]=2)[CH2:7][CH2:6][CH2:5][CH2:4][CH2:3][CH2:2]1, predict the reactants needed to synthesize it. The reactants are: [N:1]1([CH2:8][CH2:9][CH2:10][O:11][C:12]2[CH:17]=[CH:16][C:15]([CH2:18][CH2:19][CH2:20][CH2:21][C:22](OC)=[O:23])=[CH:14][CH:13]=2)[CH2:7][CH2:6][CH2:5][CH2:4][CH2:3][CH2:2]1.[H-].[Al+3].[Li+].[H-].[H-].[H-].[O-]S([O-])(=O)=O.[Na+].[Na+]. (5) The reactants are: N[C:2]1[CH:3]=[CH:4][CH:5]=[C:6]2[C:11]=1[CH:10]=[C:9]([S:12]([OH:15])(=[O:14])=[O:13])[CH:8]=[CH:7]2.[OH:16]S([O-])=O.[Na+].[OH-].[Na+].Cl. Given the product [OH:16][C:2]1[CH:3]=[CH:4][CH:5]=[C:6]2[C:11]=1[CH:10]=[C:9]([S:12]([OH:15])(=[O:14])=[O:13])[CH:8]=[CH:7]2, predict the reactants needed to synthesize it. (6) Given the product [F:13][C:14]1[CH:15]=[C:16]([S:20]([NH:1][C:2]2[S:3][CH:4]=[C:5]([CH2:7][C:8]([O:10][CH2:11][CH3:12])=[O:9])[N:6]=2)(=[O:22])=[O:21])[CH:17]=[CH:18][CH:19]=1, predict the reactants needed to synthesize it. The reactants are: [NH2:1][C:2]1[S:3][CH:4]=[C:5]([CH2:7][C:8]([O:10][CH2:11][CH3:12])=[O:9])[N:6]=1.[F:13][C:14]1[CH:15]=[C:16]([S:20](Cl)(=[O:22])=[O:21])[CH:17]=[CH:18][CH:19]=1. (7) Given the product [OH:2][CH:1]([C:3]1[CH:20]=[CH:19][C:6]2/[C:7](=[CH:16]/[C:17]#[N:18])/[C:8]3[CH:15]=[CH:14][CH:13]=[CH:12][C:9]=3[CH2:10][CH2:11][C:5]=2[CH:4]=1)[CH3:21], predict the reactants needed to synthesize it. The reactants are: [CH:1]([C:3]1[CH:20]=[CH:19][C:6]2/[C:7](=[CH:16]/[C:17]#[N:18])/[C:8]3[CH:15]=[CH:14][CH:13]=[CH:12][C:9]=3[CH2:10][CH2:11][C:5]=2[CH:4]=1)=[O:2].[CH3:21][Mg]Cl.[Cl-].[NH4+]. (8) Given the product [CH:30]1[C:31]2[N:19]([C:16]3[CH:17]=[CH:18][C:13]([C:10]4[CH:9]=[CH:8][C:7]([OH:6])=[CH:12][CH:11]=4)=[CH:14][CH:15]=3)[C:20]3[C:25](=[CH:24][CH:23]=[CH:22][CH:21]=3)[C:26]=2[CH:27]=[CH:28][CH:29]=1, predict the reactants needed to synthesize it. The reactants are: B(Br)(Br)Br.C[O:6][C:7]1[CH:12]=[CH:11][C:10]([C:13]2[CH:18]=[CH:17][C:16]([N:19]3[C:31]4[CH:30]=[CH:29][CH:28]=[CH:27][C:26]=4[C:25]4[C:20]3=[CH:21][CH:22]=[CH:23][CH:24]=4)=[CH:15][CH:14]=2)=[CH:9][CH:8]=1.